Dataset: Experimentally validated miRNA-target interactions with 360,000+ pairs, plus equal number of negative samples. Task: Binary Classification. Given a miRNA mature sequence and a target amino acid sequence, predict their likelihood of interaction. (1) The miRNA is hsa-miR-328-3p with sequence CUGGCCCUCUCUGCCCUUCCGU. The protein sequence of the target gene is MKAEATVIPSRCARGLPSWQVLSPVQPWQTSAPQNTTQPKLLAPHQHEKSQKKSSLLKELGAFHITIALLHLVFGGYLASIVKNLHLVVLKSWYPFWGAASFLISGILAITMKTFSKTYLKMLCLMTNLISLFCVLSGLFVISKDLFLESPFESPIWRMYPNSTVHIQRLELALLCFTVLELFLPVPTAVTAWRGDCPSAKNDDACLVPNTPLHLKGLPVEPPPSYQSVIQGDAQHKQHQRLREVKQVAPDTWIVTDGAAIWTQTAN. Result: 0 (no interaction). (2) The miRNA is hsa-miR-2113 with sequence AUUUGUGCUUGGCUCUGUCAC. The protein sequence of the target gene is MGPVIGMTPDKRAETPGAEKIAGLSQIYKMGSLPEAVDAARPKATLVDSESADDELTNLNWLHESTNLLTNFSLGSEGLPIVSPLYDIEGDDVPSFGPACYQNPEKKSATSKPPYSFSLLIYMAIEHSPNKCLPVKEIYSWILDHFPYFATAPTGWKNSVRHNLSLNKCFQKVERSHGKVNGKGSLWCVDPEYKPNLIQALKKQPFSSASSQNGSLSPHYLSSVIKQNQVRNLKESDIDAAAAMMLLNTSIEQGILECEKPLPLKTALQKKRSYGNAFHHPSAVRLQESDSLATSIDPKE.... Result: 1 (interaction). (3) The miRNA is hsa-miR-4537 with sequence UGAGCCGAGCUGAGCUUAGCUG. The protein sequence of the target gene is MELLCCEVDPVRRAVPDRNLLEDRVLQNLLTIEERYLPQCSYFKCVQKDIQPYMRRMVATWMLEVCEEQKCEEEVFPLAMNYLDRFLAGVPTPKTHLQLLGAVCMFLASKLKETIPLTAEKLCIYTDNSVKPQELLEWELVVLGKLKWNLAAVTPHDFIEHILRKLPQQKEKLSLIRKHAQTFIALCATDFKFAMYPPSMIATGSVGAAICGLQQDEEVNALTCDALTELLTKITHTDVDCLKACQEQIEAVLLNSLQQFRQEQHNGSKSVEDPDQATTPTDVRDVDL. Result: 0 (no interaction). (4) Result: 0 (no interaction). The miRNA is hsa-miR-3690 with sequence ACCUGGACCCAGCGUAGACAAAG. The protein sequence of the target gene is MEFFISMSETIKYNDDDHKTLFLKTLNEQRLEGEFCDIAIVVEDVKFRAHRCVLAACSTYFKKLFKKLEVDSSSVIEIDFLRSDIFEEVLNYMYTAKISVKKEDVNLMMSSGQILGIRFLDKLCSQKRDVSSPDESNGQSKSKYCLKLNRPIGDAADAQDDDVEEIGDQDDSPSDDTVEGTPPSQEDGKSPTTTLRVQEAILKELGSEEVRKVNCYGQEVESMETPESKDLGSQTPQALTFNDGMSEVKDEQTPGWTTAASDMKFEYLLYGHHREQIACQACGKTFSDEGRLRKHEKLHT.... (5) The miRNA is mmu-miR-3095-5p with sequence AAGCUUUCUCAUCUGUGACACU. The protein sequence of the target gene is MAAQGEAVEEIICEFDDDLVSELSTLLRVDALSVLKRQQEEDHKTRMKMKKGFNSQMRSEAKRLKTFETYDKFRSWTPQEMAAAGFYHTGVKLGVQCFCCSLILFSTRLRKLPIENHKKLRPECEFLLGKDVGNIGKYDIRVKSPEKMLRGDKARYHEEEARLESFEDWPFYAHGTSPRVLSAAGFVFTGKRDTVQCFSCGGCLGNWEEGDDPWKEHAKWFPKCEFLQSKKSPEEITQYVQSYEGFLHVTGEHFVNSWVRRELPMVSAYCNDSVFANEELRMDTFKDWPHESPGAVEALV.... Result: 0 (no interaction). (6) The miRNA is mmu-miR-6393 with sequence CUGCCCACGAAGCACACUGAGU. The protein sequence of the target gene is MSNTQAERSIIGMIDMFHKYTRRDDKIEKPSLLTMMKENFPNFLSACDKKGTNYLADVFEKKDKNEDKKIDFSEFLSLLGDIATDYHKQSHGAAPCSGGSQ. Result: 0 (no interaction). (7) The miRNA is hsa-miR-6868-5p with sequence ACUGGCAGAACACUGAAGCAGC. The protein sequence of the target gene is MVLLAAIDQGTSSSRFLVFEADTGELVTSHQIEVRQLFPHGGWVEMDPMELYDTVVSCISKTIEKLENLGISADEIKSVGVANQRETSIVWDKETGKPLYNAIVWLDTRTSSLADEAISRTASKSKDEFRAKTGLPIHPYFSALKLKWLFQNVPEVKKAYADGNLMFGTVDTWLIWKLTGAYVTDVSNASRTLLLDLHKRKWSTQLCEFFDLPIEILPEIRSSAEVYGHFDKGPLEGVPLSGCLGDQQAAMVGHQCLNAGQTKNTYGTGTFMLCNIGTRPIISKNGLLTTVGFQFGADSP.... Result: 0 (no interaction). (8) The miRNA is hsa-miR-2052 with sequence UGUUUUGAUAACAGUAAUGU. The protein sequence of the target gene is MAPAKKREKDSNPDGSAANGIIGLTHGAPDASNAGSTVPPTAEGQVKLNGHQQEQELFLQAFEKPTQIYRYLRNRHETNPIFLNRTLSYMKERMSRNNKKRISFQVNSMLESITQKSEAVSQNYLHVIYDSLHEKLPARLDNESGEDLLQEQLLCEAGESVSVETTLYKITRSKRKDSTLDFQELLSKCSQIVYNPKDRVGEHATISIPLQTMRPMGEQHTLYKLLFRIKVLSPSTCNDENAETPPNKRSRPNEKMFGSELILYEKSSGFITEGEYEAMLQPLNSTSIKSFSPKKCTWET.... Result: 0 (no interaction). (9) The miRNA is mmu-miR-709 with sequence GGAGGCAGAGGCAGGAGGA. The protein sequence of the target gene is MELHILEHRLQVASVAKESIPLFTYGLIKLAFLSSKTRCKFFSLTETPEDYTIIVDEEGFLELPSSEHLSVADATWLALNVVSGGGSFSSSQPIGVTKIAKSVIAPLADQNISVFMLSTYQTDFILVRERDLPFVTHTLSSEFTILRVVNGETVAAENLSFTNGFVKPKMVQRPVIHPLSSPSNRFCVTSLDPDTLPAVATLLMDVMFYSNGVKDPMAASDDCGHIRFFSFSLIEGYISLVMDVQTQQRFPSHLLFTSASGELWKMVRIGGQPLGFDECGIVAQISEPLAAADIPAYYIS.... Result: 1 (interaction). (10) The miRNA is hsa-miR-6504-3p with sequence CAUUACAGCACAGCCAUUCU. The protein sequence of the target gene is MADDVDQQQTTNTVEEPLDLIRLSLDERIYVKMRNDRELRGRLHAYDQHLNMILGDVEETVTTIEIDEETYEEIYKSTKRNIPMLFVRGDGVVLVAPPLRVG. Result: 1 (interaction).